From a dataset of Reaction yield outcomes from USPTO patents with 853,638 reactions. Predict the reaction yield, written as a fraction of the theoretical maximum amount of product (1.0 means a 100% yield; for example, 0.34 means a 34% yield). (1) The reactants are [Cl:1][C:2]1[CH:7]=[C:6]([NH:8][C:9]2[CH:14]=[C:13]([NH:15][CH:16]3[CH2:18][CH2:17]3)[N:12]3[N:19]=[CH:20][CH:21]=[C:11]3[N:10]=2)[CH:5]=[CH:4][C:3]=1[OH:22].P(Cl)(Cl)(Cl)=O.[OH-].[Na+].CN([CH:33]=[O:34])C. No catalyst specified. The product is [Cl:1][C:2]1[CH:7]=[C:6]([NH:8][C:9]2[CH:14]=[C:13]([NH:15][CH:16]3[CH2:18][CH2:17]3)[N:12]3[N:19]=[CH:20][C:21]([CH:33]=[O:34])=[C:11]3[N:10]=2)[CH:5]=[CH:4][C:3]=1[OH:22]. The yield is 0.650. (2) The product is [Br:26][CH2:23][C:16]1[CH:17]=[C:18]([OH:21])[CH:19]=[CH:20][C:15]=1[S:12]([NH:11][C:8]1[CH:9]=[CH:10][C:5]2[CH2:4][O:3][B:2]([OH:1])[C:6]=2[CH:7]=1)(=[O:14])=[O:13]. The reactants are [OH:1][B:2]1[C:6]2[CH:7]=[C:8]([NH:11][S:12]([C:15]3[CH:20]=[CH:19][C:18]([O:21]C)=[CH:17][C:16]=3[CH2:23]O)(=[O:14])=[O:13])[CH:9]=[CH:10][C:5]=2[CH2:4][O:3]1.B(Br)(Br)[Br:26]. The yield is 0.580. The catalyst is C(Cl)Cl. (3) The reactants are [CH3:1][S:2]([C:5]1[CH:10]=[CH:9][C:8]([CH:11]([CH2:15][CH:16]2[CH2:21][CH2:20][CH2:19][CH2:18][O:17]2)[C:12](O)=[O:13])=[CH:7][C:6]=1[C:22]([F:25])([F:24])[F:23])(=[O:4])=[O:3].C(Cl)(=O)C(Cl)=O.[NH2:32][C:33]1[CH:38]=[N:37][CH:36]=[CH:35][N:34]=1.N1C(C)=CC=CC=1C. The catalyst is C(Cl)Cl.CN(C)C=O.O1CCCC1.O. The product is [CH3:1][S:2]([C:5]1[CH:10]=[CH:9][C:8]([CH:11]([CH2:15][CH:16]2[CH2:21][CH2:20][CH2:19][CH2:18][O:17]2)[C:12]([NH:32][C:33]2[CH:38]=[N:37][CH:36]=[CH:35][N:34]=2)=[O:13])=[CH:7][C:6]=1[C:22]([F:23])([F:25])[F:24])(=[O:3])=[O:4]. The yield is 0.220. (4) The reactants are [CH2:1]([O:3][CH:4]([C:6]1[CH:15]=[CH:14][C:9]([C:10]([O:12]C)=[O:11])=[CH:8][CH:7]=1)[CH3:5])[CH3:2].[OH-].[Li+].Cl. The catalyst is CO.O. The product is [CH2:1]([O:3][CH:4]([C:6]1[CH:7]=[CH:8][C:9]([C:10]([OH:12])=[O:11])=[CH:14][CH:15]=1)[CH3:5])[CH3:2]. The yield is 0.930. (5) The reactants are [Li]CCCC.I[C:7]1[C:8]([CH3:13])=[N:9][O:10][C:11]=1[CH3:12].[CH2:14]([Sn:18](Cl)([CH2:23][CH2:24][CH2:25][CH3:26])[CH2:19][CH2:20][CH2:21][CH3:22])[CH2:15][CH2:16][CH3:17]. The catalyst is C1COCC1. The product is [CH3:13][C:8]1[C:7]([Sn:18]([CH2:19][CH2:20][CH2:21][CH3:22])([CH2:23][CH2:24][CH2:25][CH3:26])[CH2:14][CH2:15][CH2:16][CH3:17])=[C:11]([CH3:12])[O:10][N:9]=1. The yield is 0.390. (6) The reactants are [CH2:1]([O:8][C:9]([N:11]1[CH:15]=[CH:14][CH2:13][CH2:12]1)=[O:10])[C:2]1[CH:7]=[CH:6][CH:5]=[CH:4][CH:3]=1.[CH2:16]([Zn]CC)C.ClCI. The catalyst is C(OCC)C. The product is [CH2:1]([O:8][C:9]([N:11]1[CH2:12][CH2:13][CH:14]2[CH:15]1[CH2:16]2)=[O:10])[C:2]1[CH:3]=[CH:4][CH:5]=[CH:6][CH:7]=1. The yield is 0.500.